From a dataset of Forward reaction prediction with 1.9M reactions from USPTO patents (1976-2016). Predict the product of the given reaction. (1) Given the reactants COC1C=C(C=C(OC)C=1OC)C=O.[CH3:15][O:16][C:17]1[CH:18]=[C:19]([CH:21]=[C:22]([O:26][CH3:27])[C:23]=1[O:24][CH3:25])[NH2:20].[CH:28]([C:30]1[CH:31]=[CH:32][C:33]2[O:37][C:36]([C:38]([O:40][CH2:41][CH3:42])=[O:39])=[CH:35][C:34]=2[CH:43]=1)=O, predict the reaction product. The product is: [CH2:41]([O:40][C:38]([C:36]1[O:37][C:33]2[CH:32]=[CH:31][C:30]([CH2:28][NH:20][C:19]3[CH:21]=[C:22]([O:26][CH3:27])[C:23]([O:24][CH3:25])=[C:17]([O:16][CH3:15])[CH:18]=3)=[CH:43][C:34]=2[CH:35]=1)=[O:39])[CH3:42]. (2) Given the reactants [C:1]([O:5][C:6](=[O:27])[N:7]([CH:9]1[CH2:14][CH2:13][N:12]([C:15]2[CH:20]=[C:19]([CH:21]([F:23])[F:22])[C:18]([C:24]#[N:25])=[C:17](Cl)[N:16]=2)[CH2:11][CH2:10]1)[CH3:8])([CH3:4])([CH3:3])[CH3:2].[SH:28][CH2:29][C:30]([NH2:32])=[O:31], predict the reaction product. The product is: [C:1]([O:5][C:6](=[O:27])[N:7]([CH:9]1[CH2:14][CH2:13][N:12]([C:15]2[N:16]=[C:17]3[S:28][C:29]([C:30](=[O:31])[NH2:32])=[C:24]([NH2:25])[C:18]3=[C:19]([CH:21]([F:23])[F:22])[CH:20]=2)[CH2:11][CH2:10]1)[CH3:8])([CH3:4])([CH3:3])[CH3:2]. (3) Given the reactants [C:1]([C:3]1[C:4]([N:15]2[CH2:19][CH2:18][CH:17]([CH2:20][C:21](O)=[O:22])[CH2:16]2)=[N:5][C:6]([CH3:14])=[C:7]([C:9]([O:11][CH2:12][CH3:13])=[O:10])[CH:8]=1)#[N:2].[C:24]1([CH2:30][CH2:31][S:32]([NH2:35])(=[O:34])=[O:33])[CH:29]=[CH:28][CH:27]=[CH:26][CH:25]=1, predict the reaction product. The product is: [C:1]([C:3]1[C:4]([N:15]2[CH2:19][CH2:18][CH:17]([CH2:20][C:21](=[O:22])[NH:35][S:32]([CH2:31][CH2:30][C:24]3[CH:29]=[CH:28][CH:27]=[CH:26][CH:25]=3)(=[O:33])=[O:34])[CH2:16]2)=[N:5][C:6]([CH3:14])=[C:7]([CH:8]=1)[C:9]([O:11][CH2:12][CH3:13])=[O:10])#[N:2]. (4) Given the reactants CO[C:3]1[CH:8]=[CH:7][C:6]2[NH:9][C:10]3[C:15]([C:16](=[O:17])[C:5]=2[CH:4]=1)=[CH:14][C:13]1[NH:18][C:19]2[CH:26]=[CH:25][C:24](OC)=[CH:23][C:20]=2[C:21](=[O:22])[C:12]=1[CH:11]=3.C=O.C1(S(O)(=O)=O)C2C(=CC=CC=2)C=CC=1.C1C=C2C(C3C(NC2=CC=1)=CC1C(C2C(NC=1C=3)=CC=CC=2)=O)=O.C=O.C1(S(O)(=O)=O)C2C(=CC=CC=2)C=CC=1, predict the reaction product. The product is: [CH:24]1[CH:23]=[C:20]2[C:21]([C:12]3[C:13]([NH:18][C:19]2=[CH:26][CH:25]=1)=[CH:14][C:15]1[C:16]([C:5]2[C:6]([NH:9][C:10]=1[CH:11]=3)=[CH:7][CH:8]=[CH:3][CH:4]=2)=[O:17])=[O:22]. (5) Given the reactants [Cl:1][C:2]1[N:10]=[CH:9][CH:8]=[CH:7][C:3]=1[C:4](Cl)=[O:5].[Cl:11][C:12]1[CH:17]=[CH:16][C:15]([C:18]2[CH:23]=[CH:22][CH:21]=[CH:20][C:19]=2[NH2:24])=[C:14]([F:25])[CH:13]=1.N1C=CC=CC=1.O1CCCC1, predict the reaction product. The product is: [Cl:1][C:2]1[N:10]=[CH:9][CH:8]=[CH:7][C:3]=1[C:4]([NH:24][C:19]1[CH:20]=[CH:21][CH:22]=[CH:23][C:18]=1[C:15]1[CH:16]=[CH:17][C:12]([Cl:11])=[CH:13][C:14]=1[F:25])=[O:5]. (6) Given the reactants [CH:1]1([C:9]([OH:11])=O)[C:3]2([CH2:8][CH2:7][CH2:6][CH2:5][CH2:4]2)[CH2:2]1.C(N1C=CN=C1)(N1C=CN=C1)=O.Cl.[NH2:25][CH2:26][C:27]([NH2:29])=[O:28].CCCCCCC, predict the reaction product. The product is: [NH2:29][C:27](=[O:28])[CH2:26][NH:25][C:9]([CH:1]1[C:3]2([CH2:4][CH2:5][CH2:6][CH2:7][CH2:8]2)[CH2:2]1)=[O:11]. (7) Given the reactants [CH2:1]([O:4][C:5]1[CH:10]=[C:9]([N+:11]([O-])=O)[CH:8]=[CH:7][C:6]=1[N:14]1[C:18]([CH3:19])=[N:17][CH:16]=[N:15]1)[CH:2]=[CH2:3].CO.[Cl-].[NH4+], predict the reaction product. The product is: [CH2:1]([O:4][C:5]1[CH:10]=[C:9]([CH:8]=[CH:7][C:6]=1[N:14]1[C:18]([CH3:19])=[N:17][CH:16]=[N:15]1)[NH2:11])[CH:2]=[CH2:3].